Regression. Given two drug SMILES strings and cell line genomic features, predict the synergy score measuring deviation from expected non-interaction effect. From a dataset of NCI-60 drug combinations with 297,098 pairs across 59 cell lines. Drug 1: C1=CN(C=N1)CC(O)(P(=O)(O)O)P(=O)(O)O. Drug 2: C(CCl)NC(=O)N(CCCl)N=O. Cell line: UACC62. Synergy scores: CSS=4.11, Synergy_ZIP=-0.940, Synergy_Bliss=3.45, Synergy_Loewe=-1.42, Synergy_HSA=-0.364.